This data is from Forward reaction prediction with 1.9M reactions from USPTO patents (1976-2016). The task is: Predict the product of the given reaction. (1) Given the reactants Br[C:2]1[CH:7]=[CH:6][CH:5]=[C:4]([F:8])[C:3]=1[N+:9]([O-:11])=[O:10].[Cl-].[C:13]([O:17][C:18](=[O:21])[CH2:19][Zn+])([CH3:16])([CH3:15])[CH3:14], predict the reaction product. The product is: [F:8][C:4]1[C:3]([N+:9]([O-:11])=[O:10])=[C:2]([CH2:19][C:18]([O:17][C:13]([CH3:16])([CH3:15])[CH3:14])=[O:21])[CH:7]=[CH:6][CH:5]=1. (2) Given the reactants [O:1]=[C:2]1[CH2:11][CH:10]([C:12]([OH:14])=O)[C:9]2[C:4](=[CH:5][CH:6]=[CH:7][CH:8]=2)[NH:3]1.OC1C2N=N[NH:21]C=2C=CC=1.Cl.CN(C)CCCN=C=NCC.[CH3:37][O:38][C:39]1[CH:71]=[CH:70][CH:69]=[CH:68][C:40]=1[O:41][C:42]1[CH:43]=[C:44]([CH:65]=[CH:66][CH:67]=1)[CH2:45][N:46]1[CH2:51][CH2:50][CH:49](C2C3C(=CC=CC=3)N(S(C)(=O)=O)C2)[CH2:48][CH2:47]1.ClC1C=CC=CC=1OC1C=C(C=CC=1)CN1CCC(C2C3C(=CC=CC=3)N(S(C)(=O)=O)C2)CC1.CN1CCOCC1, predict the reaction product. The product is: [CH3:37][O:38][C:39]1[CH:71]=[CH:70][CH:69]=[CH:68][C:40]=1[O:41][C:42]1[CH:43]=[C:44]([CH:65]=[CH:66][CH:67]=1)[CH2:45][N:46]1[CH2:51][CH2:50][CH:49]([NH:21][C:12]([CH:10]2[C:9]3[C:4](=[CH:5][CH:6]=[CH:7][CH:8]=3)[NH:3][C:2](=[O:1])[CH2:11]2)=[O:14])[CH2:48][CH2:47]1. (3) The product is: [Cl:28][C:29]1[CH:34]=[CH:33][C:32]([NH:35][C:36](=[O:37])[N:25]([C@@H:8]2[CH2:7][C@H:6]3[C@:5]([C:12]4[CH:17]=[CH:16][C:15]([O:18][CH3:19])=[C:14]([O:20][CH3:21])[CH:13]=4)([CH2:4][CH2:3][N:2]3[CH3:1])[CH2:11][CH2:10]2)[CH3:24])=[CH:31][C:30]=1[C:38]([F:39])([F:40])[F:41]. Given the reactants [CH3:1][N:2]1[C@H:6]2[CH2:7][C:8]([CH2:10][CH2:11][C@@:5]2([C:12]2[CH:17]=[CH:16][C:15]([O:18][CH3:19])=[C:14]([O:20][CH3:21])[CH:13]=2)[CH2:4][CH2:3]1)=O.CN.[C:24]([BH3-])#[N:25].[Na+].[Cl:28][C:29]1[CH:34]=[CH:33][C:32]([N:35]=[C:36]=[O:37])=[CH:31][C:30]=1[C:38]([F:41])([F:40])[F:39], predict the reaction product. (4) Given the reactants [Br-].[Br-].[Br-].[NH+]1C=CC=CC=1.[NH+]1C=CC=CC=1.[NH+]1C=CC=CC=1.[N:22]1[CH:27]=[CH:26][CH:25]=[C:24]([C:28]2[CH:36]=[CH:35][CH:34]=[C:33]3[C:29]=2[CH:30]=[CH:31][NH:32]3)[CH:23]=1.[OH2:37], predict the reaction product. The product is: [N:22]1[CH:27]=[CH:26][CH:25]=[C:24]([C:28]2[CH:36]=[CH:35][CH:34]=[C:33]3[C:29]=2[CH2:30][C:31](=[O:37])[NH:32]3)[CH:23]=1. (5) Given the reactants Cl[C:2]1[C:3]2[CH:10]=[C:9]([C:11]3[CH:16]=[CH:15][C:14]([F:17])=[CH:13][CH:12]=3)[S:8][C:4]=2[N:5]=[CH:6][N:7]=1.[Cl:18][C:19]1[CH:20]=[C:21]([CH:23]=[CH:24][C:25]=1[F:26])[NH2:22], predict the reaction product. The product is: [Cl:18][C:19]1[CH:20]=[C:21]([NH:22][C:2]2[C:3]3[CH:10]=[C:9]([C:11]4[CH:16]=[CH:15][C:14]([F:17])=[CH:13][CH:12]=4)[S:8][C:4]=3[N:5]=[CH:6][N:7]=2)[CH:23]=[CH:24][C:25]=1[F:26]. (6) Given the reactants FC(F)(F)C1C=CC(O)=CC=1.BrCCCCCCCCCO.[F:23][C:24]([F:43])([F:42])[C:25]1[CH:41]=[CH:40][C:28]([O:29][CH2:30][CH2:31][CH2:32][CH2:33][CH2:34][CH2:35][CH2:36][CH2:37][CH2:38][OH:39])=[CH:27][CH:26]=1.FC(F)(F)C1C=CC(OCCCCCCCCC(O)=O)=CC=1.Cl.Cl.[CH2:68]([O:75][C:76](=[O:84])[CH2:77][C@@H:78]([NH2:83])[CH2:79][N:80]([CH3:82])[CH3:81])[C:69]1[CH:74]=[CH:73][CH:72]=[CH:71][CH:70]=1, predict the reaction product. The product is: [CH2:68]([O:75][C:76](=[O:84])[CH2:77][C@@H:78]([NH:83][C:38](=[O:39])[CH2:37][CH2:36][CH2:35][CH2:34][CH2:33][CH2:32][CH2:31][CH2:30][O:29][C:28]1[CH:40]=[CH:41][C:25]([C:24]([F:42])([F:43])[F:23])=[CH:26][CH:27]=1)[CH2:79][N:80]([CH3:81])[CH3:82])[C:69]1[CH:74]=[CH:73][CH:72]=[CH:71][CH:70]=1.